From a dataset of NCI-60 drug combinations with 297,098 pairs across 59 cell lines. Regression. Given two drug SMILES strings and cell line genomic features, predict the synergy score measuring deviation from expected non-interaction effect. (1) Drug 1: CC1C(C(CC(O1)OC2CC(CC3=C2C(=C4C(=C3O)C(=O)C5=C(C4=O)C(=CC=C5)OC)O)(C(=O)CO)O)N)O.Cl. Drug 2: C1=CC(=CC=C1CCC2=CNC3=C2C(=O)NC(=N3)N)C(=O)NC(CCC(=O)O)C(=O)O. Cell line: A549. Synergy scores: CSS=40.8, Synergy_ZIP=-0.238, Synergy_Bliss=0.181, Synergy_Loewe=-7.14, Synergy_HSA=3.63. (2) Drug 1: C1=NNC2=C1C(=O)NC=N2. Drug 2: CN(C(=O)NC(C=O)C(C(C(CO)O)O)O)N=O. Cell line: HS 578T. Synergy scores: CSS=6.76, Synergy_ZIP=-1.82, Synergy_Bliss=0.295, Synergy_Loewe=0.687, Synergy_HSA=-0.0336. (3) Drug 1: C1=NC2=C(N=C(N=C2N1C3C(C(C(O3)CO)O)O)F)N. Drug 2: CC1=C(N=C(N=C1N)C(CC(=O)N)NCC(C(=O)N)N)C(=O)NC(C(C2=CN=CN2)OC3C(C(C(C(O3)CO)O)O)OC4C(C(C(C(O4)CO)O)OC(=O)N)O)C(=O)NC(C)C(C(C)C(=O)NC(C(C)O)C(=O)NCCC5=NC(=CS5)C6=NC(=CS6)C(=O)NCCC[S+](C)C)O. Cell line: HOP-92. Synergy scores: CSS=19.7, Synergy_ZIP=-1.54, Synergy_Bliss=3.88, Synergy_Loewe=-9.99, Synergy_HSA=1.72.